From a dataset of Full USPTO retrosynthesis dataset with 1.9M reactions from patents (1976-2016). Predict the reactants needed to synthesize the given product. (1) Given the product [Cl:1][C:2]1[N:7]=[CH:6][C:5]([CH2:8][C:9]2[C:18]3[C:13](=[CH:14][CH:15]=[CH:16][CH:17]=3)[N:12]=[C:11]([C:19]([NH:21][C@H:22]3[CH2:27][CH2:26][CH2:25][CH2:24][C@@H:23]3[OH:28])=[O:20])[CH:10]=2)=[CH:4][CH:3]=1.[OH:28][C@H:23]1[CH2:24][CH2:25][CH2:26][CH2:27][C@@H:22]1[NH:21][C:19]([C:11]1[CH:10]=[C:9]([CH2:8][C:5]2[CH:6]=[N:7][C:29]([S:30][CH3:32])=[CH:3][CH:4]=2)[C:18]2[C:13](=[CH:14][CH:15]=[CH:16][CH:17]=2)[N:12]=1)=[O:20], predict the reactants needed to synthesize it. The reactants are: [Cl:1][C:2]1[N:7]=[CH:6][C:5]([CH2:8][C:9]2[C:18]3[C:13](=[CH:14][CH:15]=[CH:16][CH:17]=3)[N:12]=[C:11]([C:19]([NH:21][C@H:22]3[CH2:27][CH2:26][CH2:25][CH2:24][C@@H:23]3[OH:28])=[O:20])[CH:10]=2)=[CH:4][CH:3]=1.[CH3:29][S:30]([CH3:32])=O. (2) Given the product [Cl:8][C:6]1[CH:7]=[C:2]([NH:24][C:25]2[NH:26][N:27]=[C:28]([CH3:30])[CH:29]=2)[N:3]=[C:4]([S:9][C:10]2[CH:15]=[CH:14][C:13]([NH:16][C:17](=[O:23])[CH2:18][C:19]([F:22])([F:21])[F:20])=[CH:12][CH:11]=2)[N:5]=1, predict the reactants needed to synthesize it. The reactants are: Cl[C:2]1[CH:7]=[C:6]([Cl:8])[N:5]=[C:4]([S:9][C:10]2[CH:15]=[CH:14][C:13]([NH:16][C:17](=[O:23])[CH2:18][C:19]([F:22])([F:21])[F:20])=[CH:12][CH:11]=2)[N:3]=1.[NH2:24][C:25]1[CH:29]=[C:28]([CH3:30])[NH:27][N:26]=1.[I-].[Na+].C(N(C(C)C)CC)(C)C.